Dataset: Catalyst prediction with 721,799 reactions and 888 catalyst types from USPTO. Task: Predict which catalyst facilitates the given reaction. (1) Reactant: [N:1]1([C:6]2([C:11]#[N:12])[CH2:10][CH2:9][CH2:8][CH2:7]2)[CH2:5][CH:4]=[CH:3][CH2:2]1.[C:13]1([Li])[CH:18]=[CH:17][CH:16]=[CH:15][CH:14]=1.C(OCCCC)CCC.[BH4-].[Na+].NC(C1C=CC=CC=1)C1(N(C)C)CCCC1. Product: [N:1]1([C:6]2([CH:11]([NH2:12])[C:13]3[CH:18]=[CH:17][CH:16]=[CH:15][CH:14]=3)[CH2:10][CH2:9][CH2:8][CH2:7]2)[CH2:5][CH:4]=[CH:3][CH2:2]1. The catalyst class is: 36. (2) Reactant: [CH3:1][C:2]1([CH3:18])[C@@H:6]2[CH2:7][N:8](CC3C=CC=CC=3)[CH2:9][C@@H:5]2[CH2:4][N:3]1[CH3:17].Cl. Product: [CH3:1][C:2]1([CH3:18])[C@@H:6]2[CH2:7][NH:8][CH2:9][C@@H:5]2[CH2:4][N:3]1[CH3:17]. The catalyst class is: 19.